Predict the reaction yield, written as a fraction of the theoretical maximum amount of product (1.0 means a 100% yield; for example, 0.34 means a 34% yield). From a dataset of Reaction yield outcomes from USPTO patents with 853,638 reactions. (1) The reactants are Cl[C:2]1[C:11]2[C:6](=[CH:7][CH:8]=[CH:9][C:10]=2[F:12])[N:5]=[CH:4][N:3]=1.[Cl:13][C:14]1[CH:15]=[C:16]([CH:18]=[CH:19][C:20]=1[O:21][CH2:22][C:23]1[CH:28]=[N:27][CH:26]=[CH:25][N:24]=1)[NH2:17]. No catalyst specified. The product is [Cl:13][C:14]1[CH:15]=[C:16]([CH:18]=[CH:19][C:20]=1[O:21][CH2:22][C:23]1[CH:28]=[N:27][CH:26]=[CH:25][N:24]=1)[NH:17][C:2]1[C:11]2[C:6](=[CH:7][CH:8]=[CH:9][C:10]=2[F:12])[N:5]=[CH:4][N:3]=1. The yield is 0.760. (2) The reactants are [Cl:1][C:2]1[CH:3]=[C:4]([CH:9]=[C:10]([O:18][CH:19]2[CH2:23][CH2:22][CH2:21][CH2:20]2)[C:11]=1[O:12][CH:13]1[CH2:17][CH2:16][CH2:15][CH2:14]1)[C:5]([O:7]C)=[O:6]. The catalyst is O1CCOCC1. The product is [Cl:1][C:2]1[CH:3]=[C:4]([CH:9]=[C:10]([O:18][CH:19]2[CH2:20][CH2:21][CH2:22][CH2:23]2)[C:11]=1[O:12][CH:13]1[CH2:14][CH2:15][CH2:16][CH2:17]1)[C:5]([OH:7])=[O:6]. The yield is 0.990.